This data is from Forward reaction prediction with 1.9M reactions from USPTO patents (1976-2016). The task is: Predict the product of the given reaction. Given the reactants [C:1]1([C:7]2[S:8][CH:9]=[C:10]([C:12]([N:14]3[CH2:19][CH2:18][N:17](C(OC(C)(C)C)=O)[CH2:16][CH2:15]3)=[O:13])[N:11]=2)[CH:6]=[CH:5][CH:4]=[CH:3][CH:2]=1.[F:27][C:28]([F:33])([F:32])[C:29]([O-:31])=[O:30], predict the reaction product. The product is: [OH:31][C:29]([C:28]([F:33])([F:32])[F:27])=[O:30].[C:1]1([C:7]2[S:8][CH:9]=[C:10]([C:12]([N:14]3[CH2:19][CH2:18][NH:17][CH2:16][CH2:15]3)=[O:13])[N:11]=2)[CH:2]=[CH:3][CH:4]=[CH:5][CH:6]=1.